Dataset: NCI-60 drug combinations with 297,098 pairs across 59 cell lines. Task: Regression. Given two drug SMILES strings and cell line genomic features, predict the synergy score measuring deviation from expected non-interaction effect. (1) Drug 1: C1=NNC2=C1C(=O)NC=N2. Drug 2: C1CC(=O)NC(=O)C1N2C(=O)C3=CC=CC=C3C2=O. Cell line: TK-10. Synergy scores: CSS=6.12, Synergy_ZIP=0.908, Synergy_Bliss=3.58, Synergy_Loewe=0.256, Synergy_HSA=1.38. (2) Drug 2: CC(C)CN1C=NC2=C1C3=CC=CC=C3N=C2N. Cell line: SR. Drug 1: C1CN1C2=NC(=NC(=N2)N3CC3)N4CC4. Synergy scores: CSS=69.9, Synergy_ZIP=3.18, Synergy_Bliss=3.22, Synergy_Loewe=-1.06, Synergy_HSA=3.39. (3) Drug 1: C1CCN(CC1)CCOC2=CC=C(C=C2)C(=O)C3=C(SC4=C3C=CC(=C4)O)C5=CC=C(C=C5)O. Drug 2: N.N.Cl[Pt+2]Cl. Cell line: MDA-MB-231. Synergy scores: CSS=3.27, Synergy_ZIP=-0.337, Synergy_Bliss=0.0354, Synergy_Loewe=0.502, Synergy_HSA=-0.590. (4) Drug 1: C1=CC(=CC=C1C#N)C(C2=CC=C(C=C2)C#N)N3C=NC=N3. Drug 2: CC(C)NC(=O)C1=CC=C(C=C1)CNNC.Cl. Cell line: IGROV1. Synergy scores: CSS=-1.82, Synergy_ZIP=3.83, Synergy_Bliss=1.19, Synergy_Loewe=-0.935, Synergy_HSA=-3.00. (5) Drug 1: C1CC2CC3=C(CC1C24CN(S(=O)(=O)N4)CC(F)(F)F)C=CC(=C3)C=CCN5CCC(CC5)C(F)(F)F. Drug 2: CC1OCC2C(O1)C(C(C(O2)OC3C4COC(=O)C4C(C5=CC6=C(C=C35)OCO6)C7=CC(=C(C(=C7)OC)O)OC)O)O. Cell line: SW-620. Synergy scores: CSS=50.9, Synergy_ZIP=3.77, Synergy_Bliss=2.31, Synergy_Loewe=-9.23, Synergy_HSA=2.92. (6) Drug 1: CN(CC1=CN=C2C(=N1)C(=NC(=N2)N)N)C3=CC=C(C=C3)C(=O)NC(CCC(=O)O)C(=O)O. Drug 2: CCN(CC)CCCC(C)NC1=C2C=C(C=CC2=NC3=C1C=CC(=C3)Cl)OC. Cell line: UACC62. Synergy scores: CSS=39.2, Synergy_ZIP=-0.313, Synergy_Bliss=1.38, Synergy_Loewe=-27.7, Synergy_HSA=2.53. (7) Drug 1: C1=CC(=CC=C1CCC2=CNC3=C2C(=O)NC(=N3)N)C(=O)NC(CCC(=O)O)C(=O)O. Drug 2: CC1C(C(=O)NC(C(=O)N2CCCC2C(=O)N(CC(=O)N(C(C(=O)O1)C(C)C)C)C)C(C)C)NC(=O)C3=C4C(=C(C=C3)C)OC5=C(C(=O)C(=C(C5=N4)C(=O)NC6C(OC(=O)C(N(C(=O)CN(C(=O)C7CCCN7C(=O)C(NC6=O)C(C)C)C)C)C(C)C)C)N)C. Cell line: HL-60(TB). Synergy scores: CSS=71.8, Synergy_ZIP=15.0, Synergy_Bliss=14.2, Synergy_Loewe=13.7, Synergy_HSA=14.4. (8) Drug 1: C1=CC(=CC=C1CCCC(=O)O)N(CCCl)CCCl. Drug 2: N.N.Cl[Pt+2]Cl. Cell line: NCI/ADR-RES. Synergy scores: CSS=16.6, Synergy_ZIP=-6.51, Synergy_Bliss=1.15, Synergy_Loewe=-4.29, Synergy_HSA=-1.02.